Dataset: Full USPTO retrosynthesis dataset with 1.9M reactions from patents (1976-2016). Task: Predict the reactants needed to synthesize the given product. Given the product [F:1][C:2]1[CH:7]=[CH:6][CH:5]=[CH:4][C:3]=1[C:8]1[C:12]([C:13]([N:40]2[CH2:39][CH2:38][N:37]([C:33]3[CH:34]=[CH:35][CH:36]=[C:31]([C:30]([F:43])([F:44])[F:29])[CH:32]=3)[CH2:42][CH2:41]2)=[O:15])=[C:11]([CH3:16])[O:10][N:9]=1, predict the reactants needed to synthesize it. The reactants are: [F:1][C:2]1[CH:7]=[CH:6][CH:5]=[CH:4][C:3]=1[C:8]1[C:12]([C:13]([OH:15])=O)=[C:11]([CH3:16])[O:10][N:9]=1.Cl.C(N=C=NCCCN(C)C)C.[F:29][C:30]([F:44])([F:43])[C:31]1[CH:32]=[C:33]([N:37]2[CH2:42][CH2:41][NH:40][CH2:39][CH2:38]2)[CH:34]=[CH:35][CH:36]=1.